Dataset: Catalyst prediction with 721,799 reactions and 888 catalyst types from USPTO. Task: Predict which catalyst facilitates the given reaction. (1) Reactant: [F:1][C:2]1[CH:12]=[CH:11][C:5]2[O:6][CH2:7][C:8](=[O:10])[NH:9][C:4]=2[CH:3]=1.C1C(=O)N([Br:20])C(=O)C1. Product: [Br:20][C:12]1[C:2]([F:1])=[CH:3][C:4]2[NH:9][C:8](=[O:10])[CH2:7][O:6][C:5]=2[CH:11]=1. The catalyst class is: 3. (2) Reactant: [C:1](N1C=CN=C1)(N1C=CN=C1)=[O:2].[N+:13]([C:16]1[CH:17]=[C:18]([CH:23]=[CH:24][CH:25]=1)[C:19]([NH:21][NH2:22])=[O:20])([O-:15])=[O:14].C(N(CC)CC)C. Product: [N+:13]([C:16]1[CH:17]=[C:18]([C:19]2[O:20][C:1]([OH:2])=[N:22][N:21]=2)[CH:23]=[CH:24][CH:25]=1)([O-:15])=[O:14]. The catalyst class is: 85. (3) Reactant: [CH2:1]([O:3][C:4]([C:6]1[CH:7]([C:13]2[CH:18]=[CH:17][C:16]([F:19])=[CH:15][CH:14]=2)[NH:8][C:9](=[O:12])[NH:10][CH:11]=1)=[O:5])[CH3:2].[CH3:20][Si](C)(C)[N-][Si](C)(C)C.[Li+].C[Si](C)(C)[CH2:32][CH2:33][O:34][CH2:35]Cl.[NH4+].[Cl-]. Product: [CH2:1]([O:3][C:4]([C:6]1[CH:7]([C:13]2[CH:14]=[CH:15][C:16]([F:19])=[CH:17][CH:18]=2)[NH:8][C:9](=[O:12])[N:10]([CH2:35][O:34][CH2:33][CH2:32][CH3:20])[CH:11]=1)=[O:5])[CH3:2]. The catalyst class is: 1. (4) Reactant: [CH3:1][S:2]([NH2:5])(=[O:4])=[O:3].[H-].[Na+].[CH:8]1([CH2:11][N:12]2[CH:17]=[C:16]([C:18]3[C:23]([O:24][C:25]4[CH:30]=[CH:29][C:28]([F:31])=[CH:27][C:26]=4[F:32])=[CH:22][N:21]=[C:20](S(C)(=O)=O)[N:19]=3)[CH:15]=[C:14]([CH3:37])[C:13]2=[O:38])[CH2:10][CH2:9]1. Product: [CH:8]1([CH2:11][N:12]2[C:13](=[O:38])[C:14]([CH3:37])=[CH:15][C:16]([C:18]3[C:23]([O:24][C:25]4[CH:30]=[CH:29][C:28]([F:31])=[CH:27][C:26]=4[F:32])=[CH:22][N:21]=[C:20]([NH:5][S:2]([CH3:1])(=[O:4])=[O:3])[N:19]=3)=[CH:17]2)[CH2:10][CH2:9]1. The catalyst class is: 3. (5) Product: [C:1]([N:4]1[CH2:9][CH2:8][CH:7]([CH2:10][C:11]2[CH:16]=[CH:15][C:14]([S:17]([CH3:27])(=[O:19])=[O:18])=[CH:13][CH:12]=2)[CH2:6][CH2:5]1)(=[O:3])[CH3:2]. Reactant: [C:1]([N:4]1[CH2:9][CH2:8][CH:7]([CH2:10][C:11]2[CH:16]=[CH:15][C:14]([S:17](Cl)(=[O:19])=[O:18])=[CH:13][CH:12]=2)[CH2:6][CH2:5]1)(=[O:3])[CH3:2].S([O-])([O-])=O.[Na+].[Na+].[C:27](=O)(O)[O-].[Na+].ClCC(O)=O.[OH-].[Na+].Cl. The catalyst class is: 6. (6) Reactant: Cl[S:2]([OH:5])(=[O:4])=[O:3].[Cl:6][C:7]1[CH:12]=[CH:11][CH:10]=[CH:9][C:8]=1[N:13]1[C:17]([C:18]2[S:19][CH:20]=[CH:21][CH:22]=2)=[CH:16][C:15]([C:23]([F:26])([F:25])[F:24])=[N:14]1.[O-]S([O-])(=O)=O.[Na+].[Na+]. Product: [Cl:6][C:7]1[CH:12]=[CH:11][CH:10]=[CH:9][C:8]=1[N:13]1[C:17]([C:18]2[S:19][C:20]([S:2]([OH:5])(=[O:4])=[O:3])=[CH:21][CH:22]=2)=[CH:16][C:15]([C:23]([F:26])([F:24])[F:25])=[N:14]1. The catalyst class is: 2. (7) Reactant: [CH2:1]([N:8]([CH2:22][C@@H:23]([OH:26])[CH2:24]Cl)[C:9]1[CH:14]=[CH:13][C:12]([N:15]2[CH2:20][CH2:19][O:18][CH2:17][C:16]2=[O:21])=[CH:11][CH:10]=1)[C:2]1[CH:7]=[CH:6][CH:5]=[CH:4][CH:3]=1.C[N:28](C)C=O.[N-]=[N+]=[N-].[Na+].C1(P(C2C=CC=CC=2)C2C=CC=CC=2)C=CC=CC=1. Product: [CH2:1]([N:8]([CH2:22][C@@H:23]([OH:26])[CH2:24][NH2:28])[C:9]1[CH:14]=[CH:13][C:12]([N:15]2[CH2:20][CH2:19][O:18][CH2:17][C:16]2=[O:21])=[CH:11][CH:10]=1)[C:2]1[CH:7]=[CH:6][CH:5]=[CH:4][CH:3]=1. The catalyst class is: 93. (8) Reactant: [NH:1]1[CH2:6][CH2:5][CH2:4][CH2:3][CH2:2]1.[CH3:7][O:8][C:9]1[C:10]2[C:21]([C:22]3[CH:27]=[CH:26][CH:25]=[CH:24][CH:23]=3)=[C:20]([C:28]3[CH:33]=[CH:32][C:31]([C:34]4([NH:38][C:39](=[O:45])[O:40][C:41]([CH3:44])([CH3:43])[CH3:42])[CH2:37][CH2:36][CH2:35]4)=[CH:30][CH:29]=3)[O:19][C:11]=2[N:12]=[C:13](S(C)(=O)=O)[N:14]=1. Product: [CH3:7][O:8][C:9]1[C:10]2[C:21]([C:22]3[CH:23]=[CH:24][CH:25]=[CH:26][CH:27]=3)=[C:20]([C:28]3[CH:33]=[CH:32][C:31]([C:34]4([NH:38][C:39](=[O:45])[O:40][C:41]([CH3:43])([CH3:42])[CH3:44])[CH2:35][CH2:36][CH2:37]4)=[CH:30][CH:29]=3)[O:19][C:11]=2[N:12]=[C:13]([N:1]2[CH2:6][CH2:5][CH2:4][CH2:3][CH2:2]2)[N:14]=1. The catalyst class is: 3. (9) Reactant: [CH3:1][C:2]1[S:3][CH:4]=[C:5]([CH2:7][NH:8][CH2:9][CH2:10][OH:11])[N:6]=1.[C:12](O[C:12]([O:14][C:15]([CH3:18])([CH3:17])[CH3:16])=[O:13])([O:14][C:15]([CH3:18])([CH3:17])[CH3:16])=[O:13]. Product: [OH:11][CH2:10][CH2:9][N:8]([CH2:7][C:5]1[N:6]=[C:2]([CH3:1])[S:3][CH:4]=1)[C:12](=[O:13])[O:14][C:15]([CH3:18])([CH3:17])[CH3:16]. The catalyst class is: 7. (10) Product: [C:22]([O:21][C:19](=[O:20])[NH:18][C@@H:12]([CH2:11][C:8]1[CH:9]=[CH:10][C:5]([O:4][CH2:1][CH:2]=[CH2:3])=[CH:6][CH:7]=1)[C:13]([NH:26][NH2:27])=[O:14])([CH3:25])([CH3:24])[CH3:23]. Reactant: [CH2:1]([O:4][C:5]1[CH:10]=[CH:9][C:8]([CH2:11][C@H:12]([NH:18][C:19]([O:21][C:22]([CH3:25])([CH3:24])[CH3:23])=[O:20])[C:13](OCC)=[O:14])=[CH:7][CH:6]=1)[CH:2]=[CH2:3].[NH2:26][NH2:27]. The catalyst class is: 18.